Dataset: Catalyst prediction with 721,799 reactions and 888 catalyst types from USPTO. Task: Predict which catalyst facilitates the given reaction. (1) Product: [C:25]([O-:31])(=[O:26])[CH3:27].[NH4+:2].[C:25]([OH:31])([C:27]([F:30])([F:29])[F:28])=[O:26].[C:72](=[O:71])([O-:73])[NH2:74]. Reactant: C[N:2](C(ON1N=NC2C=CC=NC1=2)=[N+](C)C)C.F[P-](F)(F)(F)(F)F.[C:25]([OH:31])([C:27]([F:30])([F:29])[F:28])=[O:26].N1CCC[C@H]1C1NC2C=CC(C3C=CC4C(=CC(C5C=CC6N=C([C@@H]7CCCN7)NC=6C=5)=CC=4)C=3)=CC=2N=1.C[O:71][C:72]([NH:74][C@H](C(C)C)C(O)=O)=[O:73].CCN(C(C)C)C(C)C. The catalyst class is: 656. (2) Reactant: [CH3:1][N:2]1[CH:7]=[C:6]([C:8]2[N:12](COCC[Si](C)(C)C)[N:11]=[CH:10][CH:9]=2)[C:5]2[O:21][C:22]([C:30]3[CH:35]=[CH:34][C:33]([C:36]4([NH:40]C(=O)OC(C)(C)C)[CH2:39][CH2:38][CH2:37]4)=[CH:32][CH:31]=3)=[C:23]([C:24]3[CH:29]=[CH:28][CH:27]=[CH:26][CH:25]=3)[C:4]=2[C:3]1=[O:48].Cl. Product: [NH2:40][C:36]1([C:33]2[CH:32]=[CH:31][C:30]([C:22]3[O:21][C:5]4[C:6]([C:8]5[NH:12][N:11]=[CH:10][CH:9]=5)=[CH:7][N:2]([CH3:1])[C:3](=[O:48])[C:4]=4[C:23]=3[C:24]3[CH:29]=[CH:28][CH:27]=[CH:26][CH:25]=3)=[CH:35][CH:34]=2)[CH2:37][CH2:38][CH2:39]1. The catalyst class is: 6. (3) Reactant: FC(F)(F)[C:3]([O-])=[O:4].[OH:8][C@H:9]1[CH2:14][NH:13][C@@H:12]([C:15]([O:17][CH2:18][C:19]2[CH:24]=[CH:23][C:22]([N+:25]([O-:27])=[O:26])=[CH:21][CH:20]=2)=[O:16])[CH2:11][CH2:10]1.C(C(O)=O)(F)(F)F.O=C(Cl)OC(Cl)(Cl)Cl. Product: [O:4]=[C:3]1[N:13]2[CH2:14][C@H:9]([CH2:10][CH2:11][C@@H:12]2[C:15]([O:17][CH2:18][C:19]2[CH:24]=[CH:23][C:22]([N+:25]([O-:27])=[O:26])=[CH:21][CH:20]=2)=[O:16])[O:8]1. The catalyst class is: 4.